This data is from Forward reaction prediction with 1.9M reactions from USPTO patents (1976-2016). The task is: Predict the product of the given reaction. (1) Given the reactants [CH3:1][O:2][CH2:3][CH2:4][OH:5].[H-].[Na+].[Br:8][C:9]1[C:10](Cl)=[N:11][CH:12]=[C:13]([N+:15]([O-:17])=[O:16])[CH:14]=1, predict the reaction product. The product is: [Br:8][C:9]1[C:10]([O:5][CH2:4][CH2:3][O:2][CH3:1])=[N:11][CH:12]=[C:13]([N+:15]([O-:17])=[O:16])[CH:14]=1. (2) Given the reactants [CH3:1][O:2][C:3](=[O:27])[CH2:4][C:5]1[CH:6]=[C:7]([C:13]2[CH:18]=[CH:17][C:16]([C:19]([F:22])([F:21])[F:20])=[CH:15][C:14]=2[CH2:23][NH:24][CH2:25][CH3:26])[C:8]([O:11][CH3:12])=[CH:9][CH:10]=1.[Cl:28][C:29]1[CH:39]=[CH:38][C:32]([O:33][CH2:34][C:35](Cl)=[O:36])=[CH:31][CH:30]=1, predict the reaction product. The product is: [CH3:1][O:2][C:3](=[O:27])[CH2:4][C:5]1[CH:6]=[C:7]([C:13]2[CH:18]=[CH:17][C:16]([C:19]([F:21])([F:20])[F:22])=[CH:15][C:14]=2[CH2:23][N:24]([C:35](=[O:36])[CH2:34][O:33][C:32]2[CH:38]=[CH:39][C:29]([Cl:28])=[CH:30][CH:31]=2)[CH2:25][CH3:26])[C:8]([O:11][CH3:12])=[CH:9][CH:10]=1.